Dataset: Catalyst prediction with 721,799 reactions and 888 catalyst types from USPTO. Task: Predict which catalyst facilitates the given reaction. (1) Reactant: F[C:2]1[CH:7]=[CH:6][C:5]([F:8])=[CH:4][C:3]=1[C:9](=[O:11])[CH3:10].C(=O)([O-])[O-].[K+].[K+].[NH:18]1[CH:22]=[CH:21][N:20]=[N:19]1. Product: [F:8][C:5]1[CH:6]=[CH:7][C:2]([N:19]2[N:20]=[CH:21][CH:22]=[N:18]2)=[C:3]([C:9](=[O:11])[CH3:10])[CH:4]=1. The catalyst class is: 60. (2) Reactant: [C:1]([O:5][C:6]([N:8]([CH3:42])[C:9]1[N:14]=[C:13](/[CH:15]=[CH:16]/[CH2:17][O:18][C:19]2[CH:41]=[CH:40][C:22]([CH2:23][C@@H:24]([C:36]([O:38][CH3:39])=[O:37])[NH:25][C:26](=[O:35])[C:27]3[C:32]([Cl:33])=[CH:31][CH:30]=[CH:29][C:28]=3[Cl:34])=[CH:21][CH:20]=2)[CH:12]=[CH:11][CH:10]=1)=[O:7])([CH3:4])([CH3:3])[CH3:2].[H][H]. Product: [C:1]([O:5][C:6]([N:8]([CH3:42])[C:9]1[N:14]=[C:13]([CH2:15][CH2:16][CH2:17][O:18][C:19]2[CH:20]=[CH:21][C:22]([CH2:23][C@@H:24]([C:36]([O:38][CH3:39])=[O:37])[NH:25][C:26](=[O:35])[C:27]3[C:28]([Cl:34])=[CH:29][CH:30]=[CH:31][C:32]=3[Cl:33])=[CH:40][CH:41]=2)[CH:12]=[CH:11][CH:10]=1)=[O:7])([CH3:4])([CH3:3])[CH3:2]. The catalyst class is: 465. (3) Reactant: Cl.[N:2]1[CH:7]=[CH:6][CH:5]=[C:4]([CH2:8][C:9]([OH:11])=O)[CH:3]=1.CCN(CC)CC.[NH2:19][C:20]1[S:21][C:22]([N+:25]([O-:27])=[O:26])=[CH:23][N:24]=1. Product: [N+:25]([C:22]1[S:21][C:20]([NH:19][C:9](=[O:11])[CH2:8][C:4]2[CH:3]=[N:2][CH:7]=[CH:6][CH:5]=2)=[N:24][CH:23]=1)([O-:27])=[O:26]. The catalyst class is: 1.